From a dataset of Forward reaction prediction with 1.9M reactions from USPTO patents (1976-2016). Predict the product of the given reaction. (1) The product is: [Cl:1][C:2]1[C:11]2[C:6](=[CH:7][C:8]([O:14][CH2:16][CH2:17][CH2:18][C:19]([O:21][CH2:22][CH3:23])=[O:20])=[C:9]([O:12][CH3:13])[CH:10]=2)[N:5]=[CH:4][N:3]=1. Given the reactants [Cl:1][C:2]1[C:11]2[C:6](=[CH:7][C:8]([OH:14])=[C:9]([O:12][CH3:13])[CH:10]=2)[N:5]=[CH:4][N:3]=1.Br[CH2:16][CH2:17][CH2:18][C:19]([O:21][CH2:22][CH3:23])=[O:20].C(=O)([O-])[O-].[K+].[K+], predict the reaction product. (2) Given the reactants F[C:2](F)(F)[C:3]([O-])=O.[F:8][C:9]1([F:17])[CH2:14][CH2:13][CH:12]([CH2:15][NH2:16])[CH2:11][CH2:10]1.[S:18]1[CH:22]=[CH:21][N:20]=[C:19]1[N:23]1[CH:27]=[CH:26][CH:25]=[C:24]1[CH:28]=O, predict the reaction product. The product is: [F:8][C:9]1([F:17])[CH2:14][CH2:13][CH:12]([CH2:15][N:16]([CH2:28][C:24]2[N:23]([C:19]3[S:18][CH:2]=[CH:3][N:20]=3)[CH:27]=[CH:26][CH:25]=2)[CH2:28][C:24]2[N:23]([C:19]3[S:18][CH:22]=[CH:21][N:20]=3)[CH:27]=[CH:26][CH:25]=2)[CH2:11][CH2:10]1.